From a dataset of Forward reaction prediction with 1.9M reactions from USPTO patents (1976-2016). Predict the product of the given reaction. (1) Given the reactants [Cl:1][C:2]1[CH:7]=[C:6]([N:8]2[CH2:13][CH2:12][O:11][CH2:10][CH2:9]2)[N:5]=[C:4]([CH2:14]O)[N:3]=1.C(Br)(Br)(Br)[Br:17].C1(P(C2C=CC=CC=2)C2C=CC=CC=2)C=CC=CC=1, predict the reaction product. The product is: [Br:17][CH2:14][C:4]1[N:5]=[C:6]([N:8]2[CH2:13][CH2:12][O:11][CH2:10][CH2:9]2)[CH:7]=[C:2]([Cl:1])[N:3]=1. (2) Given the reactants [C:1]1([N:7]2[C:11]3[CH:12]=[C:13]([O:16][CH2:17][CH2:18][CH2:19][CH2:20][OH:21])[CH:14]=[CH:15][C:10]=3[N:9]=[C:8]2[C:22]2[CH:27]=[CH:26][CH:25]=[CH:24][CH:23]=2)[CH:6]=[CH:5][CH:4]=[CH:3][CH:2]=1.[CH3:28][C:29]([CH3:34])([CH3:33])[C:30](Cl)=[O:31], predict the reaction product. The product is: [C:1]1([N:7]2[C:11]3[CH:12]=[C:13]([O:16][CH2:17][CH2:18][CH2:19][CH2:20][O:21][C:30](=[O:31])[C:29]([CH3:34])([CH3:33])[CH3:28])[CH:14]=[CH:15][C:10]=3[N:9]=[C:8]2[C:22]2[CH:23]=[CH:24][CH:25]=[CH:26][CH:27]=2)[CH:6]=[CH:5][CH:4]=[CH:3][CH:2]=1. (3) Given the reactants [CH:1]([C:4]1[CH:5]=[C:6]([CH:9]=[CH:10][C:11]=1[O:12][CH3:13])C=O)([CH3:3])[CH3:2].S(=O)(=O)(O)[OH:15].OO, predict the reaction product. The product is: [CH:1]([C:4]1[CH:5]=[C:6]([OH:15])[CH:9]=[CH:10][C:11]=1[O:12][CH3:13])([CH3:3])[CH3:2]. (4) Given the reactants [NH2:1][C:2]1[CH:3]=[CH:4][CH:5]=[C:6]2[C:11]=1[N:10]=[CH:9][CH:8]=[CH:7]2.Cl[S:13]([C:16]1[CH:25]=[CH:24][CH:23]=[CH:22][C:17]=1[C:18]([O:20][CH3:21])=[O:19])(=[O:15])=[O:14], predict the reaction product. The product is: [CH3:21][O:20][C:18](=[O:19])[C:17]1[CH:22]=[CH:23][CH:24]=[CH:25][C:16]=1[S:13](=[O:14])(=[O:15])[NH:1][C:2]1[CH:3]=[CH:4][CH:5]=[C:6]2[C:11]=1[N:10]=[CH:9][CH:8]=[CH:7]2. (5) Given the reactants [Cl:1][C:2]1[CH:7]=[C:6]([OH:8])[C:5]([C:9]2[CH:14]=[CH:13][N:12]=[N:11][CH:10]=2)=[CH:4][C:3]=1[C:15]1[CH:20]=[CH:19][CH:18]=[C:17]([F:21])[CH:16]=1.[Cl:22][C:23]1[C:24](F)=[CH:25][C:26]([F:49])=[C:27]([S:29]([N:32]([CH2:38][C:39]2[CH:44]=[CH:43][C:42]([O:45][CH3:46])=[CH:41][C:40]=2[O:47][CH3:48])[C:33]2[S:34][CH:35]=[N:36][N:37]=2)(=[O:31])=[O:30])[CH:28]=1.C(=O)([O-])[O-].[K+].[K+].O, predict the reaction product. The product is: [Cl:22][C:23]1[C:24]([O:8][C:6]2[C:5]([C:9]3[CH:14]=[CH:13][N:12]=[N:11][CH:10]=3)=[CH:4][C:3]([C:15]3[CH:20]=[CH:19][CH:18]=[C:17]([F:21])[CH:16]=3)=[C:2]([Cl:1])[CH:7]=2)=[CH:25][C:26]([F:49])=[C:27]([S:29]([N:32]([CH2:38][C:39]2[CH:44]=[CH:43][C:42]([O:45][CH3:46])=[CH:41][C:40]=2[O:47][CH3:48])[C:33]2[S:34][CH:35]=[N:36][N:37]=2)(=[O:30])=[O:31])[CH:28]=1.